This data is from Catalyst prediction with 721,799 reactions and 888 catalyst types from USPTO. The task is: Predict which catalyst facilitates the given reaction. Reactant: CS([O:5][CH:6]1[CH2:11][CH2:10][N:9]([C:12](=[O:14])[CH3:13])[CH2:8][CH2:7]1)(=O)=O.C(=O)([O-])[O-].[Cs+].[Cs+].O[C:22]1[CH:23]=[C:24]2[C:28](=[CH:29][CH:30]=1)[N:27]([S:31]([C:34]1[CH:40]=[CH:39][C:37]([CH3:38])=[CH:36][CH:35]=1)(=[O:33])=[O:32])[N:26]=[C:25]2[CH2:41][N:42]([CH3:54])[CH2:43][CH2:44][N:45]([CH3:53])[C:46](=[O:52])[O:47][C:48]([CH3:51])([CH3:50])[CH3:49].O. The catalyst class is: 10. Product: [C:12]([N:9]1[CH2:8][CH2:7][CH:6]([O:5][C:22]2[CH:23]=[C:24]3[C:28](=[CH:29][CH:30]=2)[N:27]([S:31]([C:34]2[CH:35]=[CH:36][C:37]([CH3:38])=[CH:39][CH:40]=2)(=[O:33])=[O:32])[N:26]=[C:25]3[CH2:41][N:42]([CH3:54])[CH2:43][CH2:44][N:45]([CH3:53])[C:46](=[O:52])[O:47][C:48]([CH3:51])([CH3:49])[CH3:50])[CH2:11][CH2:10]1)(=[O:14])[CH3:13].